From a dataset of Forward reaction prediction with 1.9M reactions from USPTO patents (1976-2016). Predict the product of the given reaction. The product is: [O-:26][N+:2]1[CH:3]=[CH:4][C:5]2[C:10](=[CH:9][CH:8]=[CH:7][C:6]=2[NH:11][C:12]([NH:14][CH2:15][C:16]2[CH:21]=[CH:20][C:19]([C:22]([F:23])([F:24])[F:25])=[CH:18][CH:17]=2)=[O:13])[CH:1]=1. Given the reactants [CH:1]1[C:10]2[C:5](=[C:6]([NH:11][C:12]([NH:14][CH2:15][C:16]3[CH:21]=[CH:20][C:19]([C:22]([F:25])([F:24])[F:23])=[CH:18][CH:17]=3)=[O:13])[CH:7]=[CH:8][CH:9]=2)[CH:4]=[CH:3][N:2]=1.[OH:26]OS([O-])=O.[K+], predict the reaction product.